The task is: Predict the product of the given reaction.. This data is from Forward reaction prediction with 1.9M reactions from USPTO patents (1976-2016). (1) Given the reactants [CH2:1]([O:5][C:6]1[CH:11]=[C:10]([NH:12][CH2:13][CH3:14])[N:9]=[CH:8][N:7]=1)[C:2]#[C:3][CH3:4].[CH2:15](Cl)[CH:16]=C.[H-].[Na+].[CH3:21]N(C)C=O, predict the reaction product. The product is: [CH2:1]([O:5][C:6]1[CH:11]=[C:10]([N:12]([CH2:15][CH3:16])[CH2:13][CH:14]=[CH2:21])[N:9]=[CH:8][N:7]=1)[C:2]#[C:3][CH3:4]. (2) Given the reactants [C:1]([Si:5]([C:43]1[CH:48]=[CH:47][CH:46]=[CH:45][CH:44]=1)([C:37]1[CH:42]=[CH:41][CH:40]=[CH:39][CH:38]=1)[O:6][CH:7]1[CH2:12][CH2:11][CH:10]([CH:13]2[CH2:17][CH2:16][N:15]([CH2:18][C:19]3[C:24]([Cl:25])=[CH:23][C:22]([C:26]4[CH:31]=[CH:30][C:29]([C:32]([OH:34])=O)=[CH:28][CH:27]=4)=[CH:21][C:20]=3[Cl:35])[C:14]2=[O:36])[CH2:9][CH2:8]1)([CH3:4])([CH3:3])[CH3:2].C(N1C=CN=C1)(N1C=CN=C1)=O.Cl.[F:62][C:63]([F:71])([F:70])[CH:64]1[CH2:69][CH2:68][NH:67][CH2:66][CH2:65]1.C(N(C(C)C)CC)(C)C, predict the reaction product. The product is: [C:1]([Si:5]([C:43]1[CH:44]=[CH:45][CH:46]=[CH:47][CH:48]=1)([C:37]1[CH:42]=[CH:41][CH:40]=[CH:39][CH:38]=1)[O:6][CH:7]1[CH2:8][CH2:9][CH:10]([CH:13]2[CH2:17][CH2:16][N:15]([CH2:18][C:19]3[C:20]([Cl:35])=[CH:21][C:22]([C:26]4[CH:31]=[CH:30][C:29]([C:32]([N:67]5[CH2:68][CH2:69][CH:64]([C:63]([F:71])([F:70])[F:62])[CH2:65][CH2:66]5)=[O:34])=[CH:28][CH:27]=4)=[CH:23][C:24]=3[Cl:25])[C:14]2=[O:36])[CH2:11][CH2:12]1)([CH3:3])([CH3:2])[CH3:4]. (3) Given the reactants [Br:1][C:2]1[CH:7]=[CH:6][C:5]([CH2:8][CH2:9][C:10]([OH:12])=O)=[CH:4][CH:3]=1.[OH-].[NH4+:14], predict the reaction product. The product is: [Br:1][C:2]1[CH:7]=[CH:6][C:5]([CH2:8][CH2:9][C:10]([NH2:14])=[O:12])=[CH:4][CH:3]=1.